From a dataset of Catalyst prediction with 721,799 reactions and 888 catalyst types from USPTO. Predict which catalyst facilitates the given reaction. (1) Product: [CH3:12][CH:3]1[C:2]([CH3:13])([CH3:1])[C:10]2[C:5](=[CH:6][CH:7]=[CH:8][CH:9]=2)[CH:4]1[OH:11]. Reactant: [CH3:1][C:2]1([CH3:13])[C:10]2[C:5](=[CH:6][CH:7]=[CH:8][CH:9]=2)[C:4](=[O:11])[CH:3]1[CH3:12].[H-].[H-].[H-].[H-].[Li+].[Al+3].Cl. The catalyst class is: 1. (2) Reactant: [CH3:1][C:2]1[CH:24]=[CH:23][CH:22]=[C:21]([CH3:25])[C:3]=1[CH2:4][NH:5][C:6]1[C:7]2[N:8]([C:12]([CH3:20])=[C:13]([C:15](OCC)=[O:16])[N:14]=2)[CH:9]=[CH:10][CH:11]=1.[H-].[H-].[H-].[H-].[Li+].[Al+3].O.[OH-].[Na+]. Product: [CH3:1][C:2]1[CH:24]=[CH:23][CH:22]=[C:21]([CH3:25])[C:3]=1[CH2:4][NH:5][C:6]1[C:7]2[N:8]([C:12]([CH3:20])=[C:13]([CH2:15][OH:16])[N:14]=2)[CH:9]=[CH:10][CH:11]=1. The catalyst class is: 7.